Dataset: Forward reaction prediction with 1.9M reactions from USPTO patents (1976-2016). Task: Predict the product of the given reaction. (1) Given the reactants [C:1]([C:5]1[N:10]=[C:9]([C:11]([CH3:14])([CH3:13])[CH3:12])[CH:8]=[C:7]([N:15]2[CH2:20][CH2:19][N:18]([CH2:21][CH2:22][CH2:23][S:24][C:25]3[N:29]([CH3:30])[C:28]([CH3:31])=[N:27][N:26]=3)[CH2:17][CH2:16]2)[N:6]=1)([CH3:4])([CH3:3])[CH3:2].[C:32]1([S:38]([OH:41])(=[O:40])=[O:39])[CH:37]=[CH:36][CH:35]=[CH:34][CH:33]=1.CCCCCCC, predict the reaction product. The product is: [C:32]1([S:38]([OH:41])(=[O:40])=[O:39])[CH:37]=[CH:36][CH:35]=[CH:34][CH:33]=1.[C:1]([C:5]1[N:10]=[C:9]([C:11]([CH3:13])([CH3:12])[CH3:14])[CH:8]=[C:7]([N:15]2[CH2:16][CH2:17][N:18]([CH2:21][CH2:22][CH2:23][S:24][C:25]3[N:29]([CH3:30])[C:28]([CH3:31])=[N:27][N:26]=3)[CH2:19][CH2:20]2)[N:6]=1)([CH3:2])([CH3:3])[CH3:4]. (2) The product is: [NH2:1][CH:14]([C:16]1[CH:17]=[CH:18][C:19]([C:20]([NH:27][C:28]2[CH:33]=[CH:32][N:31]=[CH:30][CH:29]=2)=[O:22])=[CH:23][CH:24]=1)[C:13]([CH3:12])([CH3:26])[CH3:25]. Given the reactants [NH2:1]C(C1SC(C(O)=O)=CC=1)C.[CH3:12][C:13]([CH3:26])([CH3:25])[C:14]([C:16]1[CH:24]=[CH:23][C:19]([C:20]([OH:22])=O)=[CH:18][CH:17]=1)=O.[NH2:27][C:28]1[CH:33]=[CH:32][N:31]=[CH:30][CH:29]=1, predict the reaction product. (3) Given the reactants C1[CH:5]2[CH:6]3[CH:10]=[CH:9][CH:8]([CH:4]2C=C1)[CH2:7]3.C([O:13][CH2:14][CH2:15][CH2:16][CH3:17])=C, predict the reaction product. The product is: [CH2:14]([O:13][CH:4]1[CH2:5][CH:6]2[CH2:7][CH:8]1[CH:9]=[CH:10]2)[CH2:15][CH2:16][CH3:17].